This data is from Full USPTO retrosynthesis dataset with 1.9M reactions from patents (1976-2016). The task is: Predict the reactants needed to synthesize the given product. (1) Given the product [CH2:1]([O:8][C:9]1[CH:14]=[C:13]([CH:12]=[C:11]([CH2:34][O:35][C:40]2[CH:39]=[CH:38][C:37]([Cl:36])=[CH:42][C:41]=2[Cl:43])[CH:10]=1)[CH2:15][O:16][Si:17]([C:30]([CH3:31])([CH3:32])[CH3:33])([C:18]1[CH:19]=[CH:20][CH:21]=[CH:22][CH:23]=1)[C:24]1[CH:25]=[CH:26][CH:27]=[CH:28][CH:29]=1)[C:2]1[CH:7]=[CH:6][CH:5]=[CH:4][CH:3]=1, predict the reactants needed to synthesize it. The reactants are: [CH2:1]([O:8][C:9]1[CH:10]=[C:11]([CH2:34][OH:35])[CH:12]=[C:13]([CH2:15][O:16][Si:17]([C:30]([CH3:33])([CH3:32])[CH3:31])([C:24]2[CH:29]=[CH:28][CH:27]=[CH:26][CH:25]=2)[C:18]2[CH:23]=[CH:22][CH:21]=[CH:20][CH:19]=2)[CH:14]=1)[C:2]1[CH:7]=[CH:6][CH:5]=[CH:4][CH:3]=1.[Cl:36][C:37]1[CH:42]=[C:41]([Cl:43])[CH:40]=[CH:39][C:38]=1O.C(P(CCCC)CCCC)CCC.N(C(N1CCCCC1)=O)=NC(N1CCCCC1)=O. (2) Given the product [C:1]([O:4][C@@H:5]1[C@@H:13]([C@@:14]2([CH3:32])[CH2:19][CH2:18][C@H:17]([OH:20])[CH2:16][C@@H:15]2[CH2:24][CH2:25][N:26]2[CH2:31][CH2:30][O:29][CH2:28][CH2:27]2)[CH2:12][CH2:11][C@@:10]2([CH3:33])[C@H:6]1[CH2:7][CH2:8][C:9]2=[CH2:34])(=[O:3])[CH3:2], predict the reactants needed to synthesize it. The reactants are: [C:1]([O:4][C@@H:5]1[C@@H:13]([C@@:14]2([CH3:32])[CH2:19][CH2:18][C@H:17]([O:20]C(=O)C)[CH2:16][C@@H:15]2[CH2:24][CH2:25][N:26]2[CH2:31][CH2:30][O:29][CH2:28][CH2:27]2)[CH2:12][CH2:11][C@@:10]2([CH3:33])[C@H:6]1[CH2:7][CH2:8][C:9]2=[CH2:34])(=[O:3])[CH3:2].C[O-].[Na+]. (3) Given the product [F:29][C:27]([F:28])([F:30])[C:24]1[CH:23]=[CH:22][C:21]([CH:20]([C:31]([O:33][CH2:34][CH3:35])=[O:32])[C:16]2[C:15]([CH2:14][S:13][C:12]3[CH:7]=[CH:6][CH:11]=[CH:10][CH:9]=3)=[C:39]([CH:19]=[CH:18][CH:17]=2)[C:40]([OH:42])=[O:41])=[CH:26][CH:25]=1, predict the reactants needed to synthesize it. The reactants are: ClC(Cl)(Cl)COC(=O)[C:6]1[CH:11]=[CH:10][CH:9]=C[C:7]=1[CH2:12][S:13][C:14]1[CH:19]=[CH:18][CH:17]=[C:16]([CH:20]([C:31]([O:33][CH2:34][CH3:35])=[O:32])[C:21]2[CH:26]=[CH:25][C:24]([C:27]([F:30])([F:29])[F:28])=[CH:23][CH:22]=2)[CH:15]=1.[CH3:39][C:40]([OH:42])=[O:41].C(Cl)Cl. (4) Given the product [Cl:1][C:2]1[CH:7]=[CH:6][C:5]([CH2:8][S:9]([CH3:11])(=[NH:12])=[O:10])=[CH:4][N:3]=1, predict the reactants needed to synthesize it. The reactants are: [Cl:1][C:2]1[CH:7]=[CH:6][C:5]([CH2:8][S:9]([CH3:11])=[O:10])=[CH:4][N:3]=1.[N-:12]=[N+]=[N-].[Na+].S(=O)(=O)(O)O. (5) Given the product [CH:2]1([N:8]2[C:16]([NH2:17])=[C:12]([CH3:13])[C:11]([CH3:15])=[N:9]2)[CH2:7][CH2:6][CH2:5][CH2:4][CH2:3]1, predict the reactants needed to synthesize it. The reactants are: Cl.[CH:2]1([NH:8][NH2:9])[CH2:7][CH2:6][CH2:5][CH2:4][CH2:3]1.O=[C:11]1[CH2:15]C[CH2:13][CH:12]1[C:16]#[N:17]. (6) Given the product [CH2:14]([O:13][C:11](=[O:12])[CH2:10][N:3]1[CH:4]=[C:5]([CH3:16])[CH:6]=[CH:7][C:2]1=[O:1])[CH3:15], predict the reactants needed to synthesize it. The reactants are: [OH:1][C:2]1[CH:7]=[C:6](C)[CH:5]=[CH:4][N:3]=1.Br[CH2:10][C:11]([O:13][CH2:14][CH3:15])=[O:12].[C:16](=O)([O-])[O-].[K+].[K+].CCCCCCC. (7) Given the product [CH:1]1([CH2:4][O:5][C:6]2[N:11]=[C:10]([C:12]([N:24]3[CH2:25][CH2:26][C:22]([OH:27])([CH3:21])[CH2:23]3)=[O:14])[CH:9]=[CH:8][C:7]=2[N:15]2[CH2:18][C:17]([F:20])([F:19])[CH2:16]2)[CH2:2][CH2:3]1, predict the reactants needed to synthesize it. The reactants are: [CH:1]1([CH2:4][O:5][C:6]2[N:11]=[C:10]([C:12]([OH:14])=O)[CH:9]=[CH:8][C:7]=2[N:15]2[CH2:18][C:17]([F:20])([F:19])[CH2:16]2)[CH2:3][CH2:2]1.[CH3:21][C:22]1([OH:27])[CH2:26][CH2:25][NH:24][CH2:23]1.CN(C(ON1N=NC2C=CC=CC1=2)=[N+](C)C)C.[B-](F)(F)(F)F.CCN(C(C)C)C(C)C.